This data is from Catalyst prediction with 721,799 reactions and 888 catalyst types from USPTO. The task is: Predict which catalyst facilitates the given reaction. (1) Reactant: C[N:2](C)[CH:3]=[CH:4][C:5]([C:7]1[C:12](=[O:13])[CH:11]=[CH:10][N:9]([C:14]2[CH:15]=[N:16][CH:17]=[CH:18][CH:19]=2)[N:8]=1)=O.[C:21]1([NH:27]N)[CH:26]=[CH:25][CH:24]=[CH:23][CH:22]=1. Product: [C:21]1([N:27]2[C:5]([C:7]3[C:12](=[O:13])[CH:11]=[CH:10][N:9]([C:14]4[CH:15]=[N:16][CH:17]=[CH:18][CH:19]=4)[N:8]=3)=[CH:4][CH:3]=[N:2]2)[CH:26]=[CH:25][CH:24]=[CH:23][CH:22]=1. The catalyst class is: 5. (2) Reactant: [C:1]([O:5][NH:6][C:7]([C:9]1[C:18]([CH3:19])=[C:17]2[C:12]([CH:13]=[CH:14][C:15]([CH3:21])([CH3:20])[NH:16]2)=[CH:11][CH:10]=1)=[O:8])([CH3:4])([CH3:3])[CH3:2]. Product: [C:1]([O:5][NH:6][C:7]([C:9]1[C:18]([CH3:19])=[C:17]2[C:12]([CH2:13][CH2:14][C:15]([CH3:21])([CH3:20])[NH:16]2)=[CH:11][CH:10]=1)=[O:8])([CH3:4])([CH3:3])[CH3:2]. The catalyst class is: 78. (3) Reactant: [N:1]([C@H:4]1[C@H:9]([O:10][CH3:11])[CH2:8][CH2:7][NH:6][CH2:5]1)=[N+:2]=[N-:3].Cl[C:13]1[N:18]=[C:17]([NH:19][C:20]2[N:25]=[CH:24][C:23]3[N:26]=[C:27]([CH3:32])[N:28]([CH:29]([CH3:31])[CH3:30])[C:22]=3[CH:21]=2)[CH:16]=[CH:15][N:14]=1.C(N(CC)CC)C. Product: [N:1]([C@H:4]1[C@H:9]([O:10][CH3:11])[CH2:8][CH2:7][N:6]([C:13]2[N:18]=[C:17]([NH:19][C:20]3[N:25]=[CH:24][C:23]4[N:26]=[C:27]([CH3:32])[N:28]([CH:29]([CH3:30])[CH3:31])[C:22]=4[CH:21]=3)[CH:16]=[CH:15][N:14]=2)[CH2:5]1)=[N+:2]=[N-:3]. The catalyst class is: 32. (4) Reactant: [CH3:1][O:2][C:3](=[O:24])[CH2:4][O:5][C:6]1[CH:11]=[CH:10][C:9]([NH:12][C:13](=[O:23])[CH2:14][O:15]CC2C=CC=CC=2)=[CH:8][CH:7]=1. Product: [CH3:1][O:2][C:3](=[O:24])[CH2:4][O:5][C:6]1[CH:11]=[CH:10][C:9]([NH:12][C:13](=[O:23])[CH2:14][OH:15])=[CH:8][CH:7]=1. The catalyst class is: 19.